The task is: Predict which catalyst facilitates the given reaction.. This data is from Catalyst prediction with 721,799 reactions and 888 catalyst types from USPTO. (1) Reactant: [NH:1]1[C:9]2[C:4](=[CH:5][CH:6]=[CH:7][CH:8]=2)[CH2:3][CH:2]1[C:10]([OH:12])=[O:11].S(=O)(=O)(O)O.[N+:18]([O-])([OH:20])=[O:19]. Product: [N+:18]([C:7]1[CH:8]=[C:9]2[C:4]([CH2:3][CH:2]([C:10]([OH:12])=[O:11])[NH:1]2)=[CH:5][CH:6]=1)([O-:20])=[O:19]. The catalyst class is: 6. (2) Product: [Cl:47][C:45]1[CH:44]=[CH:43][C:42]([O:48][CH3:49])=[C:41]2[C:46]=1[C:33]1[CH:38]=[C:37]([CH3:39])[CH:36]=[N:35][C:34]=1[NH:40]2. The catalyst class is: 713. Reactant: C1(P(C2CCCCC2)C2C=CC=CC=2C2C=CC=CC=2)CCCCC1.CN(C)C(=O)C.Br[C:33]1[C:34]([NH:40][C:41]2[CH:46]=[C:45]([Cl:47])[CH:44]=[CH:43][C:42]=2[O:48][CH3:49])=[N:35][CH:36]=[C:37]([CH3:39])[CH:38]=1.C1CCN2C(=NCCC2)CC1. (3) Reactant: Cl[C:2]1[N:6]2[CH:7]=[C:8]([F:11])[CH:9]=[CH:10][C:5]2=[N:4][N:3]=1.[NH:12]1[CH2:17][CH2:16][CH:15]([CH2:18][OH:19])[CH2:14][CH2:13]1. Product: [F:11][C:8]1[CH:9]=[CH:10][C:5]2[N:6]([C:2]([N:12]3[CH2:17][CH2:16][CH:15]([CH2:18][OH:19])[CH2:14][CH2:13]3)=[N:3][N:4]=2)[CH:7]=1. The catalyst class is: 37. (4) Reactant: [CH3:1][N:2]1[C:10]2[C:5](=[CH:6][CH:7]=[CH:8][C:9]=2[OH:11])[CH:4]=[CH:3]1.Cl[CH2:13][C:14]([N:16]([CH3:18])[CH3:17])=[O:15].C(=O)([O-])[O-].[K+].[K+].[I-].[K+]. Product: [CH3:17][N:16]([CH3:18])[C:14](=[O:15])[CH2:13][O:11][C:9]1[CH:8]=[CH:7][CH:6]=[C:5]2[C:10]=1[N:2]([CH3:1])[CH:3]=[CH:4]2. The catalyst class is: 21. (5) Reactant: C(Cl)CCl.C1C=NC2N(O)N=NC=2C=1.[NH2:15][C:16]1[CH:17]=[N:18][CH:19]=[CH:20][C:21]=1[C@H:22]1[CH2:27][C@@H:26]([NH:28][C:29](=[O:35])[O:30][C:31]([CH3:34])([CH3:33])[CH3:32])[C@@H:25]([O:36][CH2:37][CH2:38][S:39]([CH3:42])(=[O:41])=[O:40])[C@@H:24]([CH3:43])[CH2:23]1.[F:44][C:45]1[CH:50]=[CH:49][CH:48]=[C:47]([F:51])[C:46]=1[C:52]1[N:57]=[C:56]([C:58]([OH:60])=[O:59])[CH:55]=[CH:54][C:53]=1[F:61]. Product: [F:44][C:45]1[CH:50]=[CH:49][CH:48]=[C:47]([F:51])[C:46]=1[C:52]1[N:57]=[C:56]([C:58]([NH:15][C:16]2[CH:17]=[N:18][CH:19]=[CH:20][C:21]=2[C@@H:22]2[CH2:27][C@H:26]([NH:28][C:29](=[O:35])[O:30][C:31]([CH3:34])([CH3:33])[CH3:32])[C@H:25]([O:36][CH2:37][CH2:38][S:39]([CH3:42])(=[O:41])=[O:40])[C@H:24]([CH3:43])[CH2:23]2)=[O:59])[CH:55]=[CH:54][C:53]=1[F:61].[F:51][C:47]1[CH:48]=[CH:49][CH:50]=[C:45]([F:44])[C:46]=1[C:52]1[N:57]=[C:56]([C:58]([NH:15][C:16]2[CH:17]=[N:18][CH:19]=[CH:20][C:21]=2[C@H:22]2[CH2:27][C@@H:26]([NH:28][C:29](=[O:35])[O:30][C:31]([CH3:34])([CH3:33])[CH3:32])[C@@H:25]([O:36][CH2:37][CH2:38][S:39]([CH3:42])(=[O:41])=[O:40])[C@@H:24]([CH3:43])[CH2:23]2)=[O:60])[CH:55]=[CH:54][C:53]=1[F:61]. The catalyst class is: 18. (6) Reactant: Br[C:2]1[CH:3]=[C:4]2[C:9](=[CH:10][CH:11]=1)[C:8](=[O:12])[NH:7][N:6]=[C:5]2[Cl:13].[CH3:14][N:15]([CH2:17][C:18]1[CH:19]=[C:20]([CH:23]=[CH:24][CH:25]=1)[CH2:21][NH2:22])[CH3:16].C1C=CC(P(C2C(C3C(P(C4C=CC=CC=4)C4C=CC=CC=4)=CC=C4C=3C=CC=C4)=C3C(C=CC=C3)=CC=2)C2C=CC=CC=2)=CC=1.CC([O-])(C)C.[Na+]. Product: [Cl:13][C:5]1[C:4]2[C:9](=[CH:10][CH:11]=[C:2]([NH:22][CH2:21][C:20]3[CH:23]=[CH:24][CH:25]=[C:18]([CH2:17][N:15]([CH3:16])[CH3:14])[CH:19]=3)[CH:3]=2)[C:8](=[O:12])[NH:7][N:6]=1. The catalyst class is: 686. (7) Reactant: [NH:1]1[C:9]2[C:4](=[CH:5][CH:6]=[CH:7][CH:8]=2)[C:3]([C:10]#[N:11])=[CH:2]1.[CH2:12]([O:14][C:15](=[O:23])[C:16]1[CH:21]=[CH:20][CH:19]=[C:18](I)[CH:17]=1)[CH3:13].C(=O)([O-])[O-].[Cs+].[Cs+].C(OCC)(=O)C. Product: [CH2:12]([O:14][C:15](=[O:23])[C:16]1[CH:21]=[CH:20][CH:19]=[C:18]([N:1]2[C:9]3[C:4](=[CH:5][CH:6]=[CH:7][CH:8]=3)[C:3]([C:10]#[N:11])=[CH:2]2)[CH:17]=1)[CH3:13]. The catalyst class is: 846. (8) Reactant: [CH3:1][O:2][C:3](=[O:12])[C:4]1[CH:9]=[CH:8][CH:7]=C(N)[C:5]=1[Cl:11].[CH3:13][N:14]([CH:16]=O)[CH3:15].C(=O)([O-])[O-].[K+].[K+].CI. Product: [CH3:1][O:2][C:3](=[O:12])[C:4]1[CH:9]=[CH:8][CH:7]=[C:16]([N:14]([CH3:13])[CH3:15])[C:5]=1[Cl:11]. The catalyst class is: 6. (9) Reactant: [CH2:1]([O:5][C:6]1[CH:11]=[C:10]([O:12][CH2:13][CH:14]([CH3:16])[CH3:15])[CH:9]=[CH:8][C:7]=1[C:17](=[N:36][OH:37])[C:18]1[CH:19]=[CH:20][C:21]([O:31][CH2:32][CH:33]([CH3:35])[CH3:34])=[C:22]([CH2:24][CH2:25][C:26]([O:28][CH2:29][CH3:30])=[O:27])[CH:23]=1)[CH:2]([CH3:4])[CH3:3].[H-].[Na+].Br[CH2:41][C:42]([NH2:44])=[O:43].Cl. Product: [NH2:44][C:42](=[O:43])[CH2:41][O:37][N:36]=[C:17]([C:7]1[CH:8]=[CH:9][C:10]([O:12][CH2:13][CH:14]([CH3:15])[CH3:16])=[CH:11][C:6]=1[O:5][CH2:1][CH:2]([CH3:4])[CH3:3])[C:18]1[CH:19]=[CH:20][C:21]([O:31][CH2:32][CH:33]([CH3:35])[CH3:34])=[C:22]([CH2:24][CH2:25][C:26]([O:28][CH2:29][CH3:30])=[O:27])[CH:23]=1. The catalyst class is: 255. (10) Reactant: [F:1][C:2]1[C:10]2[O:9][N:8]=[C:7]([CH3:11])[C:6]=2[CH:5]=[C:4]([C:12]([O:14][CH3:15])=[O:13])[C:3]=1[NH:16][C:17]1[CH:22]=[CH:21][CH:20]=[CH:19][C:18]=1[F:23].[I:24]N1C(=O)CCC1=O.C(O)(C(F)(F)F)=O. Product: [F:1][C:2]1[C:10]2[O:9][N:8]=[C:7]([CH3:11])[C:6]=2[CH:5]=[C:4]([C:12]([O:14][CH3:15])=[O:13])[C:3]=1[NH:16][C:17]1[CH:22]=[CH:21][C:20]([I:24])=[CH:19][C:18]=1[F:23]. The catalyst class is: 3.